This data is from Forward reaction prediction with 1.9M reactions from USPTO patents (1976-2016). The task is: Predict the product of the given reaction. (1) The product is: [CH3:21][O:22][C:23](=[O:34])[C:24]1[CH:29]=[C:28]([C:30]#[N:31])[CH:27]=[CH:26][C:25]=1[CH2:32][N:10]([CH2:9][C:3]1[C:2]([CH3:1])=[CH:7][C:6]([CH3:8])=[CH:5][N:4]=1)[CH:11]1[C:20]2[N:19]=[CH:18][CH:17]=[CH:16][C:15]=2[CH2:14][CH2:13][CH2:12]1. Given the reactants [CH3:1][C:2]1[C:3]([CH2:9][NH:10][C@H:11]2[C:20]3[N:19]=[CH:18][CH:17]=[CH:16][C:15]=3[CH2:14][CH2:13][CH2:12]2)=[N:4][CH:5]=[C:6]([CH3:8])[CH:7]=1.[CH3:21][O:22][C:23](=[O:34])[C:24]1[CH:29]=[C:28]([C:30]#[N:31])[CH:27]=[CH:26][C:25]=1[CH2:32]Br.C([O-])([O-])=O.[K+].[K+], predict the reaction product. (2) Given the reactants C(O)(C(F)(F)F)=O.[CH3:8][O:9][C:10]([C:12]1[CH:17]=[C:16]([N:18]2[CH2:23][CH2:22][N:21](C(OC(C)(C)C)=O)[C@@H:20]([CH3:31])[CH2:19]2)[N:15]=[C:14]([C:32]2[CH:37]=[CH:36][N:35]=[C:34]([NH:38][CH:39]3[CH2:44][CH2:43][CH2:42][CH2:41][CH2:40]3)[CH:33]=2)[CH:13]=1)=[O:11], predict the reaction product. The product is: [CH3:8][O:9][C:10]([C:12]1[CH:17]=[C:16]([N:18]2[CH2:23][CH2:22][NH:21][C@@H:20]([CH3:31])[CH2:19]2)[N:15]=[C:14]([C:32]2[CH:37]=[CH:36][N:35]=[C:34]([NH:38][CH:39]3[CH2:44][CH2:43][CH2:42][CH2:41][CH2:40]3)[CH:33]=2)[CH:13]=1)=[O:11]. (3) Given the reactants [Cl:1][C:2]1[CH:3]=[C:4]([C@@H:8]2[C@@H:13]([C:14]3[CH:19]=[CH:18][C:17]([Cl:20])=[CH:16][CH:15]=3)[N:12]([CH:21]([CH2:24][CH3:25])[CH2:22][CH3:23])[C:11](=[O:26])[C@:10]([CH2:28][C:29](=[O:36])[CH2:30][C:31]([O:33]CC)=O)([CH3:27])[CH2:9]2)[CH:5]=[CH:6][CH:7]=1.Cl.[NH2:38]O.[OH-].[Na+].Cl, predict the reaction product. The product is: [Cl:1][C:2]1[CH:3]=[C:4]([C@@H:8]2[C@@H:13]([C:14]3[CH:19]=[CH:18][C:17]([Cl:20])=[CH:16][CH:15]=3)[N:12]([CH:21]([CH2:24][CH3:25])[CH2:22][CH3:23])[C:11](=[O:26])[C@:10]([CH2:28][C:29]3[O:36][N:38]=[C:31]([OH:33])[CH:30]=3)([CH3:27])[CH2:9]2)[CH:5]=[CH:6][CH:7]=1. (4) Given the reactants C1C(=O)N([Br:8])C(=O)C1.[Cl:9][C:10]1[C:11]2[N:12]([C:16]([C@@H:19]3[CH2:27][CH2:26][C@@H:25]4[N:21]([C:22](=[O:28])[CH2:23][CH2:24]4)[CH2:20]3)=[N:17][CH:18]=2)[CH:13]=[CH:14][N:15]=1, predict the reaction product. The product is: [Br:8][C:18]1[N:17]=[C:16]([C@@H:19]2[CH2:27][CH2:26][C@@H:25]3[N:21]([C:22](=[O:28])[CH2:23][CH2:24]3)[CH2:20]2)[N:12]2[CH:13]=[CH:14][N:15]=[C:10]([Cl:9])[C:11]=12. (5) Given the reactants [CH3:1][C:2]1[C:7]([CH2:8][CH3:9])=[N:6][CH:5]=[CH:4][N:3]=1.[Se](=O)=[O:11], predict the reaction product. The product is: [CH2:8]([C:7]1[C:2]([CH:1]=[O:11])=[N:3][CH:4]=[CH:5][N:6]=1)[CH3:9]. (6) Given the reactants C1(C)C=CC(S([CH:10](O)[C@H:11]2[O:15][C@@H:14]([N:16]3[C:25]4[N:24]=[CH:23][N:22]=[C:20]([NH2:21])[C:19]=4[N:18]=[CH:17]3)[CH2:13][C@@H:12]2[OH:26])(=O)=O)=CC=1.C1(C)C(S(C(O)[C@H]2O[C@@H](N3C4N=CN=C(N)C=4N=C3)C[C@@H]2O)(=O)=O)=CC=CC=1.[N-:57]=[N+:58]=[N-:59].[Na+].C(Cl)Cl, predict the reaction product. The product is: [N:57]([CH2:10][C@H:11]1[O:15][C@@H:14]([N:16]2[C:25]3[N:24]=[CH:23][N:22]=[C:20]([NH2:21])[C:19]=3[N:18]=[CH:17]2)[CH2:13][C@@H:12]1[OH:26])=[N+:58]=[N-:59]. (7) Given the reactants [CH3:1][O:2][C:3]1[CH:4]=[C:5]([NH:11][C:12](=[O:28])[CH2:13][N:14]2[C:18]3[C:19]([C:23]([NH:25]CC)=[O:24])=[CH:20][CH:21]=[CH:22][C:17]=3[N:16]=[CH:15]2)[CH:6]=[C:7]([O:9][CH3:10])[CH:8]=1.[CH3:29][O:30]C1C=C(NC(=O)CN2C3C(C(O)=O)=CC=CC=3N=C2)C=C(OC)C=1.[Cl-].CO[NH3+], predict the reaction product. The product is: [CH3:1][O:2][C:3]1[CH:4]=[C:5]([NH:11][C:12](=[O:28])[CH2:13][N:14]2[C:18]3[C:19]([C:23]([NH:25][O:30][CH3:29])=[O:24])=[CH:20][CH:21]=[CH:22][C:17]=3[N:16]=[CH:15]2)[CH:6]=[C:7]([O:9][CH3:10])[CH:8]=1. (8) Given the reactants O1CCCCC1[O:7][C:8]1[CH:33]=[CH:32][C:11]([CH2:12][NH:13][C:14]([N:16]2[CH2:21][CH2:20][N:19]([CH2:22][C:23]3[CH:31]=[CH:30][C:29]4[O:28][CH2:27][O:26][C:25]=4[CH:24]=3)[CH2:18][CH2:17]2)=[O:15])=[CH:10][CH:9]=1.O.C1(C)C=CC(S(O)(=O)=O)=CC=1, predict the reaction product. The product is: [OH:7][C:8]1[CH:33]=[CH:32][C:11]([CH2:12][NH:13][C:14]([N:16]2[CH2:21][CH2:20][N:19]([CH2:22][C:23]3[CH:31]=[CH:30][C:29]4[O:28][CH2:27][O:26][C:25]=4[CH:24]=3)[CH2:18][CH2:17]2)=[O:15])=[CH:10][CH:9]=1. (9) Given the reactants [C:1]([C:5]1[N:10]=[C:9]([O:11]C)[C:8]([CH2:13][N:14]2[C:19](=[O:20])[C:18]([O:21][C:22]3[CH:23]=[C:24]([CH:27]=[C:28]([Cl:30])[CH:29]=3)[C:25]#[N:26])=[C:17]([C:31]([F:34])([F:33])[F:32])[N:16]=[CH:15]2)=[CH:7][N:6]=1)([CH3:4])([CH3:3])[CH3:2].C[Si](Cl)(C)C, predict the reaction product. The product is: [C:1]([C:5]1[NH:10][C:9](=[O:11])[C:8]([CH2:13][N:14]2[C:19](=[O:20])[C:18]([O:21][C:22]3[CH:23]=[C:24]([CH:27]=[C:28]([Cl:30])[CH:29]=3)[C:25]#[N:26])=[C:17]([C:31]([F:33])([F:34])[F:32])[N:16]=[CH:15]2)=[CH:7][N:6]=1)([CH3:4])([CH3:2])[CH3:3].